Dataset: Reaction yield outcomes from USPTO patents with 853,638 reactions. Task: Predict the reaction yield, written as a fraction of the theoretical maximum amount of product (1.0 means a 100% yield; for example, 0.34 means a 34% yield). (1) The reactants are [CH2:1]([O:8][C@@H:9]1[C@@H:14]([O:15][CH2:16][C:17]2[CH:22]=[CH:21][CH:20]=[CH:19][CH:18]=2)[C@@H:13]([O:23][CH2:24][C:25]2[CH:30]=[CH:29][CH:28]=[CH:27][CH:26]=2)[C@@H:12]([CH2:31][O:32][CH2:33][C:34]2[CH:39]=[CH:38][CH:37]=[CH:36][CH:35]=2)[O:11][C@:10]21[C:47]1[C:42](=[CH:43][C:44]([CH3:50])=[C:45]([CH2:48]Cl)[CH:46]=1)[CH2:41][O:40]2)[C:2]1[CH:7]=[CH:6][CH:5]=[CH:4][CH:3]=1.[CH:51]([C:53]1[CH:58]=[CH:57][C:56](B(O)O)=[CH:55][CH:54]=1)=[O:52].C(=O)([O-])[O-].[Na+].[Na+]. The catalyst is [Br-].C([N+](CCCC)(CCCC)CCCC)CCC.C1(C)C=CC=CC=1. The product is [CH2:1]([O:8][C@@H:9]1[C@@H:14]([O:15][CH2:16][C:17]2[CH:22]=[CH:21][CH:20]=[CH:19][CH:18]=2)[C@@H:13]([O:23][CH2:24][C:25]2[CH:30]=[CH:29][CH:28]=[CH:27][CH:26]=2)[C@@H:12]([CH2:31][O:32][CH2:33][C:34]2[CH:39]=[CH:38][CH:37]=[CH:36][CH:35]=2)[O:11][C@:10]21[C:47]1[C:42](=[CH:43][C:44]([CH3:50])=[C:45]([CH2:48][C:56]3[CH:57]=[CH:58][C:53]([CH:51]=[O:52])=[CH:54][CH:55]=3)[CH:46]=1)[CH2:41][O:40]2)[C:2]1[CH:7]=[CH:6][CH:5]=[CH:4][CH:3]=1. The yield is 0.410. (2) The reactants are [Cl:1][C:2]1[CH:7]=[C:6]([Cl:8])[CH:5]=[CH:4][C:3]=1[C:9]1([C:15]#[N:16])[CH2:14][CH2:13][NH:12][CH2:11][CH2:10]1.[C:17]([O:21][C:22]([NH:24][CH2:25][CH2:26][CH2:27]Br)=[O:23])([CH3:20])([CH3:19])[CH3:18].C(=O)([O-])[O-].[K+].[K+].[I-].[Na+]. The catalyst is CC(C)=O. The product is [C:17]([O:21][C:22](=[O:23])[NH:24][CH2:25][CH2:26][CH2:27][N:12]1[CH2:13][CH2:14][C:9]([C:15]#[N:16])([C:3]2[CH:4]=[CH:5][C:6]([Cl:8])=[CH:7][C:2]=2[Cl:1])[CH2:10][CH2:11]1)([CH3:20])([CH3:19])[CH3:18]. The yield is 0.780. (3) The reactants are B(Br)(Br)Br.[C:5]([C:7]1[S:8][C:9]2[CH:15]=[C:14]([O:16]C)[CH:13]=[CH:12][C:10]=2[CH:11]=1)#[N:6]. The product is [C:5]([C:7]1[S:8][C:9]2[CH:15]=[C:14]([OH:16])[CH:13]=[CH:12][C:10]=2[CH:11]=1)#[N:6]. The yield is 0.670. The catalyst is C(Cl)Cl. (4) The catalyst is CO. The product is [CH3:1][C:2]1[CH:7]=[CH:6][CH:5]=[C:4]([CH3:8])[C:3]=1[O:9][CH2:10][C:11]1[C:15]([CH2:16][O:17][C:18]2[CH:19]=[CH:20][C:21]([C:24]3[CH:33]=[C:32]4[C:27]([CH:28]=[C:29]([C:34]([OH:36])=[O:35])[N:30]=[CH:31]4)=[CH:26][CH:25]=3)=[CH:22][CH:23]=2)=[C:14]([CH:38]([CH3:40])[CH3:39])[O:13][N:12]=1. The yield is 0.750. The reactants are [CH3:1][C:2]1[CH:7]=[CH:6][CH:5]=[C:4]([CH3:8])[C:3]=1[O:9][CH2:10][C:11]1[C:15]([CH2:16][O:17][C:18]2[CH:23]=[CH:22][C:21]([C:24]3[CH:33]=[C:32]4[C:27]([CH:28]=[C:29]([C:34]([O:36]C)=[O:35])[N:30]=[CH:31]4)=[CH:26][CH:25]=3)=[CH:20][CH:19]=2)=[C:14]([CH:38]([CH3:40])[CH3:39])[O:13][N:12]=1.O1CCCC1.[OH-].[Na+].Cl.